The task is: Predict the reaction yield, written as a fraction of the theoretical maximum amount of product (1.0 means a 100% yield; for example, 0.34 means a 34% yield).. This data is from Reaction yield outcomes from USPTO patents with 853,638 reactions. The reactants are [CH2:1]([N:5]1[C:14]2[C:9](=[N:10][CH:11]=[C:12]([CH2:15][C:16]3[CH:21]=[CH:20][C:19]([F:22])=[CH:18][CH:17]=3)[CH:13]=2)[C:8]([OH:23])=[C:7]([C:24](OCC)=[O:25])[C:6]1=[O:29])[CH2:2][CH2:3][CH3:4].[NH2:30][CH2:31][CH2:32][N:33]([CH3:38])[S:34]([CH3:37])(=[O:36])=[O:35]. No catalyst specified. The product is [CH2:1]([N:5]1[C:14]2[C:9](=[N:10][CH:11]=[C:12]([CH2:15][C:16]3[CH:17]=[CH:18][C:19]([F:22])=[CH:20][CH:21]=3)[CH:13]=2)[C:8]([OH:23])=[C:7]([C:24]([NH:30][CH2:31][CH2:32][N:33]([CH3:38])[S:34]([CH3:37])(=[O:36])=[O:35])=[O:25])[C:6]1=[O:29])[CH2:2][CH2:3][CH3:4]. The yield is 0.550.